From a dataset of Full USPTO retrosynthesis dataset with 1.9M reactions from patents (1976-2016). Predict the reactants needed to synthesize the given product. (1) Given the product [N:1]1[CH:2]=[CH:3][N:4]2[CH:9]=[CH:8][CH:7]=[C:6]([CH2:10][OH:11])[C:5]=12, predict the reactants needed to synthesize it. The reactants are: [N:1]1[CH:2]=[CH:3][N:4]2[CH:9]=[CH:8][CH:7]=[C:6]([C:10](OC)=[O:11])[C:5]=12.[H-].[H-].[H-].[H-].[Li+].[Al+3].CCOCC. (2) Given the product [F:1][C:2]([F:7])([F:6])[C:3]([OH:5])=[O:4].[Cl:8][C:9]1[CH:10]=[N:11][C:12]2[NH:13][C:14]3[CH:15]=[CH:16][CH:17]=[C:18]([CH:30]=3)[CH2:19][CH2:20][C:21]3[CH:29]=[C:25]([NH:26][C:27]=1[N:28]=2)[CH:24]=[CH:23][CH:22]=3.[F:1][C:2]([F:7])([F:6])[C:3]([O-:5])=[O:4], predict the reactants needed to synthesize it. The reactants are: [F:1][C:2]([F:7])([F:6])[C:3]([OH:5])=[O:4].[Cl:8][C:9]1[CH:10]=[N:11][C:12]2[NH:13][C:14]3[CH:15]=[CH:16][CH:17]=[C:18]([CH:30]=3)[CH:19]=[CH:20][C:21]3[CH:29]=[C:25]([NH:26][C:27]=1[N:28]=2)[CH:24]=[CH:23][CH:22]=3.